The task is: Predict the reaction yield, written as a fraction of the theoretical maximum amount of product (1.0 means a 100% yield; for example, 0.34 means a 34% yield).. This data is from Reaction yield outcomes from USPTO patents with 853,638 reactions. (1) The reactants are [CH2:1]([NH:8][C:9]1[CH:14]=[C:13]([N:15](CC2C=CC(OC)=CC=2)[C:16]2[CH:17]=[N:18][C:19]([N:22]3[CH2:27][CH2:26][O:25][CH2:24][CH2:23]3)=[CH:20][CH:21]=2)[N:12]=[CH:11][C:10]=1[CH2:37][C:38]([NH2:40])=[O:39])[C:2]1[CH:7]=[CH:6][CH:5]=[CH:4][CH:3]=1.FC(F)(F)C(O)=O. The catalyst is C(Cl)Cl. The product is [CH2:1]([NH:8][C:9]1[CH:14]=[C:13]([NH:15][C:16]2[CH:17]=[N:18][C:19]([N:22]3[CH2:27][CH2:26][O:25][CH2:24][CH2:23]3)=[CH:20][CH:21]=2)[N:12]=[CH:11][C:10]=1[CH2:37][C:38]([NH2:40])=[O:39])[C:2]1[CH:7]=[CH:6][CH:5]=[CH:4][CH:3]=1. The yield is 0.0300. (2) The reactants are [Br:1]Br.C1(P(C2C=CC=CC=2)C2C=CC=CC=2)C=CC=CC=1.O[CH2:23][CH2:24][C:25]1[S:29][C:28]([C:30]([O:32][CH:33]([CH3:35])[CH3:34])=[O:31])=[CH:27][CH:26]=1.N1C=CC=CC=1. The catalyst is C(Cl)Cl. The product is [Br:1][CH2:23][CH2:24][C:25]1[S:29][C:28]([C:30]([O:32][CH:33]([CH3:35])[CH3:34])=[O:31])=[CH:27][CH:26]=1. The yield is 0.730. (3) The reactants are C[C:2]1[C:7]([N+:8]([O-:10])=[O:9])=[C:6]([NH2:11])[CH:5]=[CH:4][N:3]=1.[CH3:12][C:13]1[N:14]=[CH:15][NH:16][CH:17]=1. The catalyst is CN(C=O)C. The product is [CH3:12][C:13]1[N:14]=[CH:15][N:16]([C:2]2[C:7]([N+:8]([O-:10])=[O:9])=[C:6]([NH2:11])[CH:5]=[CH:4][N:3]=2)[CH:17]=1. The yield is 0.561. (4) The reactants are Br[C:2]1[CH:3]=[CH:4][C:5]([F:17])=[C:6]([S:8][CH:9]2[CH2:14][CH2:13][C:12]([CH3:16])([CH3:15])[CH2:11][CH2:10]2)[CH:7]=1.[C:18](=[O:21])([O-])[O-].[Na+].[Na+].[C]=O.[Cl:26][C:27]1[CH:28]=[C:29]([CH:31]=[CH:32][C:33]=1[F:34])[NH2:30]. The catalyst is CCOCC.C([O-])(=O)C.[Pd+2].C([O-])(=O)C.CC1(C)C2C(=C(P(C3C=CC=CC=3)C3C=CC=CC=3)C=CC=2)OC2C(P(C3C=CC=CC=3)C3C=CC=CC=3)=CC=CC1=2.C1(C)C=CC=CC=1. The product is [Cl:26][C:27]1[CH:28]=[C:29]([NH:30][C:18](=[O:21])[C:2]2[CH:3]=[CH:4][C:5]([F:17])=[C:6]([S:8][CH:9]3[CH2:14][CH2:13][C:12]([CH3:16])([CH3:15])[CH2:11][CH2:10]3)[CH:7]=2)[CH:31]=[CH:32][C:33]=1[F:34]. The yield is 0.330. (5) The reactants are [C:1]12([CH:11]([OH:13])C)[CH2:10][CH:5]3[CH2:6][CH:7]([CH2:9][CH:3]([CH2:4]3)C1)[CH2:8]2.[Br:14][C:15]1[CH:20]=[CH:19][C:18]([S:21](Cl)(=[O:23])=[O:22])=[CH:17][CH:16]=1.C(N([CH2:30][CH3:31])CC)C. The catalyst is ClCCl.Cl. The product is [Br:14][C:15]1[CH:20]=[CH:19][C:18]([S:21]([O:13][CH2:11][CH2:1][CH:10]2[CH:5]3[CH2:6][CH:7]4[CH2:9][CH:3]([CH2:30][CH:31]2[CH2:8]4)[CH2:4]3)(=[O:23])=[O:22])=[CH:17][CH:16]=1. The yield is 0.880. (6) The yield is 0.530. The product is [CH:10]1[C:11]2[C:16](=[CH:15][CH:14]=[CH:13][CH:12]=2)[CH:17]=[CH:18][C:9]=1[PH:19](=[O:26])[C:6]1[CH:5]=[CH:15][C:16]2[C:11](=[CH:10][CH:9]=[CH:18][CH:17]=2)[CH:12]=1. The catalyst is C1COCC1.C1(C)C=CC=CC=1.O. The reactants are [Mg].II.Br[CH2:5][CH2:6]Br.Br[C:9]1[CH:18]=[CH:17][C:16]2[C:11](=[CH:12][CH:13]=[CH:14][CH:15]=2)[CH:10]=1.[P:19]([O-:26])(OCC)OCC.Cl. (7) The reactants are [OH:1][C:2]1[CH:7]=[CH:6][C:5](/[CH:8]=[C:9](\[CH3:15])/[C:10]([O:12][CH2:13][CH3:14])=[O:11])=[CH:4][CH:3]=1.[H-].[Na+].Br[C:19]1[C:20]2[CH:36]=[CH:35][C:34]([O:37][CH3:38])=[CH:33][C:21]=2[S:22](=[O:32])[C:23]=1[C:24]1[CH:29]=[CH:28][C:27]([O:30][CH3:31])=[CH:26][CH:25]=1. The catalyst is CN(C=O)C. The product is [CH3:38][O:37][C:34]1[CH:35]=[CH:36][C:20]2[C:19]([O:1][C:2]3[CH:3]=[CH:4][C:5](/[CH:8]=[C:9](\[CH3:15])/[C:10]([O:12][CH2:13][CH3:14])=[O:11])=[CH:6][CH:7]=3)=[C:23]([C:24]3[CH:29]=[CH:28][C:27]([O:30][CH3:31])=[CH:26][CH:25]=3)[S:22](=[O:32])[C:21]=2[CH:33]=1. The yield is 0.860. (8) The reactants are [CH3:1][CH:2]([C:11]1[CH:16]=[CH:15][C:14]([CH2:17][CH2:18][NH:19]C(OCC2C=CC=CC=2)=O)=[CH:13][CH:12]=1)[CH2:3][NH:4][S:5]([CH:8]([CH3:10])[CH3:9])(=[O:7])=[O:6].[CH:30]([S:33](Cl)(=[O:35])=[O:34])([CH3:32])[CH3:31].C1CCN2C(=NCCC2)CC1. No catalyst specified. The product is [CH3:10][CH:8]([S:5]([NH:4][CH2:3][CH:2]([C:11]1[CH:12]=[CH:13][C:14]([CH2:17][CH2:18][NH:19][S:33]([CH:30]([CH3:32])[CH3:31])(=[O:35])=[O:34])=[CH:15][CH:16]=1)[CH3:1])(=[O:6])=[O:7])[CH3:9]. The yield is 0.720. (9) The yield is 0.800. The catalyst is CN(C)C=O. The product is [NH:23]([C:27]1[CH:28]=[C:29]([C:30]([NH:2][NH2:3])=[O:31])[CH:33]=[CH:34][C:35]=1[C:36]([O:38][CH3:39])=[O:37])[C:24]([CH3:26])=[O:25]. The reactants are O[N:2]1C2C=CC=CC=2N=[N:3]1.Cl.CN(C)CCCN=C=NCC.[NH:23]([C:27]1[CH:28]=[C:29]([CH:33]=[CH:34][C:35]=1[C:36]([O:38][CH3:39])=[O:37])[C:30](O)=[O:31])[C:24]([CH3:26])=[O:25].O.NN.